From a dataset of Experimentally validated miRNA-target interactions with 360,000+ pairs, plus equal number of negative samples. Binary Classification. Given a miRNA mature sequence and a target amino acid sequence, predict their likelihood of interaction. (1) The miRNA is mmu-miR-1198-5p with sequence UAUGUGUUCCUGGCUGGCUUGG. The protein sequence of the target gene is MSCTIEKILTDAKTLLERLREHDAAAESLVDQSAALHRRVAAMREAGAVLPEQYQEDASDVKDMSKYKPHILLSQENTQIRDLQQENRELWVSLEEHQDALELIMSKYRKQMLQLMVAKKAVDAEPVLKAHQSHSAEIESQIDRICEMGAVMRRAVQVDDNQFCKVQERLAQLELENKELRELLSISSESLQVGKESSVAPASQTIK. Result: 1 (interaction). (2) The miRNA is mmu-miR-669h-3p with sequence UAUGCAUAUACACACAUGCACA. The protein sequence of the target gene is MAEPSGAETRPQIRVTVKTPKDKEEIVICDQASVKEFKEEISRRFKAQQDQLVLIFAGKILKDGDTLSQHGIKDGLTVHLVIKTPQKAQDPVTAAASPPSTPDSASAPSTTPASPAAAPVQPCSSGNTTSDAGSGGGPSPVAAEGPSSATASILSGFGGILGLGSLGLGSANFMELQQQMQRQLMSNPEMLSQIMENPLVQDMMSNPDLMRHMIMANPQMQQLMERNPEISHMLNNPELMRQTMELARNPAMMQEMMRNQDRALSNLESVPGGYNALRRMYTDIQEPMFTAAREQFGNNP.... Result: 0 (no interaction). (3) The miRNA is dme-bantam-3p with sequence UGAGAUCAUUUUGAAAGCUGAUU. The protein sequence of the target gene is MAVPFYLPEGGADDVASSSSGASGNSSPHNHPLPSSASSSVSSSGVSSASASSASSSSSASSDGASSAASQSPNTTTSSATQTPMQSPLPTDQVLYALYEWVRMYQSQQSAPQIFQYPPPSPSCNFTGGDVFFPHGHPNPNSNPHPRTPRTSVSFSSGEEYNFFRQQQPQPHPSYPAPSTPQPMPPQSAPPMHCSHSYPQQSAHMMPHHSAPFGMGGTYYAGYTPPPTPNTASAGTSSSSAAFGWHGHPHSPFTSTSTPLSAPVAPKMRLQRSQSDAARRKRLTSTGEDEREYQSDHEAT.... Result: 1 (interaction). (4) The miRNA is hsa-miR-152-5p with sequence AGGUUCUGUGAUACACUCCGACU. The protein sequence of the target gene is MAASAPPPPDKLEGGGGPAPPPAPPSTGRKQGKAGLQMKSPEKKRRKSNTQGPAYSHLTEFAPPPTPMVDHLVASNPFEDDFGAPKVGVAAPPFLGSPVPFGGFRVQGGMAGQVPPGYSTGGGGGPQPLRRQPPPFPPNPMGPAFNMPPQGPGYPPPGNMNFPSQPFNQPLGQNFSPPSGQMMPGPVGGFGPMISPTMGQPPRAELGPPSLSQRFAQPGAPFGPSPLQRPGQGLPSLPPNTSPFPGPDPGFPGPGGEDGGKPLNPPASTAFPQEPHSGSPAAAVNGNQPSFPPNSSGRGG.... Result: 1 (interaction).